From a dataset of Catalyst prediction with 721,799 reactions and 888 catalyst types from USPTO. Predict which catalyst facilitates the given reaction. (1) Reactant: [F:1][C:2]1[CH:3]=[C:4]2[C:8](=[CH:9][C:10]=1[F:11])[NH:7][C:6](=[O:12])/[C:5]/2=[C:13]1\[CH:14]=[C:15]([C:20]2[CH:27]=[CH:26][C:23]([CH:24]=O)=[CH:22][CH:21]=2)[C:16]([CH3:19])([CH3:18])[O:17]\1.[NH:28]1[CH2:37][CH2:36][CH:31]([C:32]([O:34][CH3:35])=[O:33])[CH2:30][CH2:29]1.C(O)(=O)C.C([BH3-])#N.[Na+].C1COCC1. Product: [F:1][C:2]1[CH:3]=[C:4]2[C:8](=[CH:9][C:10]=1[F:11])[NH:7][C:6](=[O:12])/[C:5]/2=[C:13]1\[CH:14]=[C:15]([C:20]2[CH:27]=[CH:26][C:23]([CH2:24][N:28]3[CH2:37][CH2:36][CH:31]([C:32]([O:34][CH3:35])=[O:33])[CH2:30][CH2:29]3)=[CH:22][CH:21]=2)[C:16]([CH3:18])([CH3:19])[O:17]\1. The catalyst class is: 656. (2) Reactant: [Cl:1][C:2]1[CH:3]=[CH:4][C:5]([O:31][CH3:32])=[C:6]([C:8]2[C:12]([NH:13][C:14]([C:16]3[CH:17]=[N:18][N:19]4[CH:24]=[CH:23][CH:22]=[N:21][C:20]=34)=[O:15])=[CH:11][N:10]([C:25]([CH3:30])([CH3:29])[C:26]([OH:28])=O)[N:9]=2)[CH:7]=1.[NH:33]1[CH2:36][CH2:35][CH2:34]1.C(N(CC)C(C)C)(C)C. Product: [N:33]1([C:26](=[O:28])[C:25]([N:10]2[CH:11]=[C:12]([NH:13][C:14]([C:16]3[CH:17]=[N:18][N:19]4[CH:24]=[CH:23][CH:22]=[N:21][C:20]=34)=[O:15])[C:8]([C:6]3[CH:7]=[C:2]([Cl:1])[CH:3]=[CH:4][C:5]=3[O:31][CH3:32])=[N:9]2)([CH3:30])[CH3:29])[CH2:36][CH2:35][CH2:34]1. The catalyst class is: 9. (3) Reactant: [C:1]([O:5][C:6]([NH:8][C@@H:9]([C:13]1[CH:18]=[CH:17][C:16]([OH:19])=[CH:15][CH:14]=1)[C:10]([OH:12])=[O:11])=[O:7])([CH3:4])([CH3:3])[CH3:2].C(=O)([O-])[O-].[K+].[K+].[CH2:26](Br)[C:27]1[CH:32]=[CH:31][CH:30]=[CH:29][CH:28]=1.O. Product: [CH2:26]([O:11][C:10](=[O:12])[C@H:9]([C:13]1[CH:18]=[CH:17][C:16]([O:19][CH2:9][C:13]2[CH:18]=[CH:17][CH:16]=[CH:15][CH:14]=2)=[CH:15][CH:14]=1)[NH:8][C:6]([O:5][C:1]([CH3:4])([CH3:2])[CH3:3])=[O:7])[C:27]1[CH:32]=[CH:31][CH:30]=[CH:29][CH:28]=1. The catalyst class is: 3.